Task: Regression. Given two drug SMILES strings and cell line genomic features, predict the synergy score measuring deviation from expected non-interaction effect.. Dataset: Merck oncology drug combination screen with 23,052 pairs across 39 cell lines Drug 1: O=C(CCCCCCC(=O)Nc1ccccc1)NO. Drug 2: CS(=O)(=O)CCNCc1ccc(-c2ccc3ncnc(Nc4ccc(OCc5cccc(F)c5)c(Cl)c4)c3c2)o1. Cell line: PA1. Synergy scores: synergy=4.86.